This data is from Reaction yield outcomes from USPTO patents with 853,638 reactions. The task is: Predict the reaction yield, written as a fraction of the theoretical maximum amount of product (1.0 means a 100% yield; for example, 0.34 means a 34% yield). (1) The reactants are [Cl-].[C:2]([C:4]1[C:16]([N+:17]([O-:19])=[O:18])=[CH:15][CH:14]=[CH:13][C:5]=1[O:6][CH2:7][C@H:8]1[CH2:12][CH2:11][CH2:10][NH2+:9]1)#[N:3].[C:20](Cl)(=[O:22])[CH3:21]. No catalyst specified. The product is [C:20]([N:9]1[CH2:10][CH2:11][CH2:12][C@@H:8]1[CH2:7][O:6][C:5]1[CH:13]=[CH:14][CH:15]=[C:16]([N+:17]([O-:19])=[O:18])[C:4]=1[C:2]#[N:3])(=[O:22])[CH3:21]. The yield is 1.00. (2) The reactants are [CH2:1]([O:8][C:9]([NH:11][C@@H:12]([C:16]1[CH:21]=[CH:20][CH:19]=[CH:18][CH:17]=1)[C:13]([OH:15])=O)=[O:10])[C:2]1[CH:7]=[CH:6][CH:5]=[CH:4][CH:3]=1.[CH3:22][O:23][CH2:24][CH2:25][O:26][CH2:27][CH2:28][O:29][CH2:30][CH2:31][O:32][C@H:33]1[CH2:37][CH2:36][NH:35][CH2:34]1.C(N(C(C)C)CC)(C)C.F[B-](F)(F)F.N1(OC(N(C)C)=[N+](C)C)C2C=CC=CC=2N=N1. The catalyst is C(#N)C. The product is [CH3:22][O:23][CH2:24][CH2:25][O:26][CH2:27][CH2:28][O:29][CH2:30][CH2:31][O:32][C@H:33]1[CH2:37][CH2:36][N:35]([C:13](=[O:15])[C@@H:12]([NH:11][C:9](=[O:10])[O:8][CH2:1][C:2]2[CH:3]=[CH:4][CH:5]=[CH:6][CH:7]=2)[C:16]2[CH:21]=[CH:20][CH:19]=[CH:18][CH:17]=2)[CH2:34]1. The yield is 0.750. (3) The reactants are [S:1]([C:5]1[CH:10]=[CH:9][C:8]([NH:11]C(=O)C)=[CH:7][N:6]=1)(=[O:4])(=[O:3])[NH2:2]. The catalyst is [OH-].[Na+]. The product is [S:1]([C:5]1[CH:10]=[CH:9][C:8]([NH2:11])=[CH:7][N:6]=1)(=[O:4])(=[O:3])[NH2:2]. The yield is 0.700. (4) The reactants are C(OC1C(C(C2C=CC(CC)=CC=2)O)=CC=CN=1)C1C=CC=CC=1.C(OC(=O)C)(=O)C.[C:32]([O:35][CH:36]([C:45]1[C:46]([O:52][CH2:53][C:54]2[CH:59]=[CH:58][CH:57]=[CH:56][CH:55]=2)=[N:47][C:48](C)=[CH:49][CH:50]=1)[C:37]1[CH:42]=[CH:41][C:40]([CH2:43][CH3:44])=[CH:39][CH:38]=1)(=[O:34])[CH3:33]. The catalyst is CN(C)C1C=CN=CC=1.N1C=CC=CC=1. The product is [C:32]([O:35][CH:36]([C:45]1[C:46]([O:52][CH2:53][C:54]2[CH:55]=[CH:56][CH:57]=[CH:58][CH:59]=2)=[N:47][CH:48]=[CH:49][CH:50]=1)[C:37]1[CH:38]=[CH:39][C:40]([CH2:43][CH3:44])=[CH:41][CH:42]=1)(=[O:34])[CH3:33]. The yield is 0.860. (5) The product is [CH2:20]([O:19][C:17]([N:11]1[C:10]2[CH2:9][N:8]([C:6](=[O:7])[CH2:39][CH:40]([CH3:42])[CH3:41])[CH2:15][C:14]=2[C:13]([I:16])=[N:12]1)=[O:18])[CH3:21]. The reactants are C(O[C:6]([N:8]1[CH2:15][C:14]2[C:13]([I:16])=[N:12][N:11]([C:17]([O:19][CH2:20][CH3:21])=[O:18])[C:10]=2[CH2:9]1)=[O:7])(C)(C)C.FC(F)(F)C(O)=O.C(N(C(C)C)CC)(C)C.C(Cl)(=O)[CH2:39][CH:40]([CH3:42])[CH3:41]. The catalyst is ClCCl.O1CCCC1. The yield is 0.960. (6) The reactants are [NH2:1][CH2:2][C:3]1[CH:4]=[C:5]([C:9]2[CH:10]=[C:11]3[C:15](=[CH:16][CH:17]=2)[CH2:14][CH:13]([NH:18][S:19]([CH:22]([CH3:24])[CH3:23])(=[O:21])=[O:20])[CH2:12]3)[CH:6]=[CH:7][CH:8]=1.C(N(CC)CC)C.Cl[CH2:33][CH2:34][CH2:35][C:36](Cl)=[O:37].C(=O)([O-])[O-].[K+].[K+]. The catalyst is ClCCl. The product is [O:37]=[C:36]1[CH2:35][CH2:34][CH2:33][N:1]1[CH2:2][C:3]1[CH:4]=[C:5]([C:9]2[CH:10]=[C:11]3[C:15](=[CH:16][CH:17]=2)[CH2:14][CH:13]([NH:18][S:19]([CH:22]([CH3:24])[CH3:23])(=[O:21])=[O:20])[CH2:12]3)[CH:6]=[CH:7][CH:8]=1. The yield is 0.190. (7) The reactants are [CH2:1]([N:3]1[C:8](=[O:9])[C:7]([C:10]([F:13])([F:12])[F:11])=[CH:6][C:5]([C:14]([O:16]C)=[O:15])=[CH:4]1)[CH3:2].[OH-].[Li+]. The catalyst is C1COCC1. The product is [CH2:1]([N:3]1[C:8](=[O:9])[C:7]([C:10]([F:12])([F:13])[F:11])=[CH:6][C:5]([C:14]([OH:16])=[O:15])=[CH:4]1)[CH3:2]. The yield is 0.970.